The task is: Predict the product of the given reaction.. This data is from Forward reaction prediction with 1.9M reactions from USPTO patents (1976-2016). (1) Given the reactants C([O:3][C:4](=O)[CH2:5][C:6]1[N:10]([CH2:11][C:12]2[CH:17]=[CH:16][C:15](F)=[CH:14][C:13]=2[Cl:19])[C:9]([C:20]2[N:21]=[N:22][N:23]([CH2:28][C:29]3[CH:34]=[C:33]([C:35]([F:38])([F:37])[F:36])[CH:32]=[C:31]([C:39]([F:42])([F:41])[F:40])[CH:30]=3)[C:24]=2[N:25]([CH3:27])[CH3:26])=[N:8][N:7]=1)C.[Li+].[BH4-].[NH4+].[Cl-], predict the reaction product. The product is: [F:37][C:35]([F:36])([F:38])[C:33]1[CH:34]=[C:29]([CH:30]=[C:31]([C:39]([F:42])([F:40])[F:41])[CH:32]=1)[CH2:28][N:23]1[C:24]([N:25]([CH3:26])[CH3:27])=[C:20]([C:9]2[N:10]([CH2:11][C:12]3[CH:17]=[CH:16][CH:15]=[CH:14][C:13]=3[Cl:19])[C:6]([CH2:5][CH2:4][OH:3])=[N:7][N:8]=2)[N:21]=[N:22]1. (2) Given the reactants C([O:5][C:6]([C:8]1[S:12][C:11]([C:13]2[CH:18]=[CH:17][CH:16]=[CH:15][CH:14]=2)=[N:10][C:9]=1[N:19]([CH3:29])[C:20](=[O:28])[C:21]1[CH:26]=[CH:25][C:24]([CH3:27])=[CH:23][CH:22]=1)=[O:7])(C)(C)C, predict the reaction product. The product is: [CH3:29][N:19]([C:20](=[O:28])[C:21]1[CH:22]=[CH:23][C:24]([CH3:27])=[CH:25][CH:26]=1)[C:9]1[N:10]=[C:11]([C:13]2[CH:14]=[CH:15][CH:16]=[CH:17][CH:18]=2)[S:12][C:8]=1[C:6]([OH:7])=[O:5]. (3) Given the reactants [Cl:1][C:2]1[CH:7]=[C:6]([Cl:8])[CH:5]=[CH:4][C:3]=1[C:9]1[O:10][C:11]2[C:12](=[C:14]([C:18]([OH:20])=O)[CH:15]=[CH:16][CH:17]=2)[N:13]=1.Cl.Cl.[NH2:23][C@H:24]1[CH:29]2[CH2:30][CH2:31][N:26]([CH2:27][CH2:28]2)[CH2:25]1.Cl.C(N=C=NCCCN(C)C)C.ON1C2C=CC=CC=2N=N1.C(N(CC)CC)C, predict the reaction product. The product is: [N:26]12[CH2:31][CH2:30][CH:29]([CH2:28][CH2:27]1)[C@H:24]([NH:23][C:18]([C:14]1[CH:15]=[CH:16][CH:17]=[C:11]3[O:10][C:9]([C:3]4[CH:4]=[CH:5][C:6]([Cl:8])=[CH:7][C:2]=4[Cl:1])=[N:13][C:12]=13)=[O:20])[CH2:25]2. (4) Given the reactants C([O:8][C:9]1[N:14]=[C:13]([N:15]2[CH:19]=[CH:18][CH:17]=[N:16]2)[N:12]=[C:11]([NH:20][CH2:21][C:22]([F:25])([F:24])[F:23])[C:10]=1[CH:26]([CH2:28][CH3:29])[CH3:27])C1C=CC=CC=1.C(O)C1C=CC=CC=1.[H][H], predict the reaction product. The product is: [CH:26]([C:10]1[C:9]([OH:8])=[N:14][C:13]([N:15]2[CH:19]=[CH:18][CH:17]=[N:16]2)=[N:12][C:11]=1[NH:20][CH2:21][C:22]([F:24])([F:25])[F:23])([CH2:28][CH3:29])[CH3:27]. (5) The product is: [CH2:1]([O:5][C:6]([N:8]1[CH2:13][CH2:12][CH2:11][CH:10]([O:14][C:15]2[CH:20]=[CH:19][C:18]([NH:21][C:25]3[N:24]=[C:23]([NH2:22])[C:28]([C:29](=[O:30])[C:31]4[CH:36]=[C:35]([F:37])[CH:34]=[CH:33][C:32]=4[O:38][CH3:39])=[CH:27][N:26]=3)=[CH:17][CH:16]=2)[CH2:9]1)=[O:7])[CH3:4]. Given the reactants [C:1]([O:5][C:6]([N:8]1[CH2:13][CH2:12][CH2:11][CH:10]([O:14][C:15]2[CH:20]=[CH:19][C:18]([NH2:21])=[CH:17][CH:16]=2)[CH2:9]1)=[O:7])([CH3:4])(C)C.[NH2:22][C:23]1[C:28]([C:29]([C:31]2[CH:36]=[C:35]([F:37])[CH:34]=[CH:33][C:32]=2[O:38][CH3:39])=[O:30])=[CH:27][N:26]=[C:25](S(CC)(=O)=O)[N:24]=1, predict the reaction product. (6) Given the reactants [Br:1][C:2]1[CH:3]=[CH:4][C:5]([O:32][CH:33]2[CH2:38][CH2:37][N:36](C(OC(C)(C)C)=O)[CH2:35][CH2:34]2)=[C:6]([CH:8]2[CH2:13][C:12](=[O:14])[NH:11][CH:10]([C:15]3[CH:20]=[CH:19][CH:18]=[C:17]([F:21])[CH:16]=3)[C:9]32[C:29]2[C:24](=[CH:25][C:26]([Cl:30])=[CH:27][CH:28]=2)[NH:23][C:22]3=[O:31])[CH:7]=1, predict the reaction product. The product is: [Br:1][C:2]1[CH:3]=[CH:4][C:5]([O:32][CH:33]2[CH2:38][CH2:37][NH:36][CH2:35][CH2:34]2)=[C:6]([CH:8]2[CH2:13][C:12](=[O:14])[NH:11][CH:10]([C:15]3[CH:16]=[C:17]([F:21])[CH:18]=[CH:19][CH:20]=3)[C:9]32[C:29]2[C:24](=[CH:25][C:26]([Cl:30])=[CH:27][CH:28]=2)[NH:23][C:22]3=[O:31])[CH:7]=1. (7) Given the reactants [CH2:1]([O:3][C:4](=[O:23])[CH2:5][N:6]([C:13]1[CH:14]=[CH:15][CH:16]=[C:17]2[C:22]=1[CH2:21][NH:20][CH2:19][CH2:18]2)[C:7](=[O:12])[C:8]([F:11])([F:10])[F:9])[CH3:2].C([O-])([O-])=O.[K+].[K+].[CH2:30](Br)[CH:31]=[CH2:32], predict the reaction product. The product is: [CH2:1]([O:3][C:4](=[O:23])[CH2:5][N:6]([C:13]1[CH:14]=[CH:15][CH:16]=[C:17]2[C:22]=1[CH2:21][N:20]([CH2:32][CH:31]=[CH2:30])[CH2:19][CH2:18]2)[C:7](=[O:12])[C:8]([F:10])([F:9])[F:11])[CH3:2]. (8) Given the reactants [NH2:1][CH:2]([OH:23])[C@H:3]([CH3:22])[CH2:4][CH2:5][C:6]1[S:7][C:8]([C:11]#[C:12][CH2:13][CH2:14][CH2:15][CH:16]2[CH2:21][CH2:20][CH2:19][CH2:18][CH2:17]2)=[CH:9][CH:10]=1.S(=O)(=O)(O)[OH:25].[OH-].[Na+], predict the reaction product. The product is: [NH2:1][CH:2]([OH:23])[C@H:3]([CH3:22])[CH2:4][CH2:5][C:6]1[S:7][C:8]([C:11](=[O:25])[CH2:12][CH2:13][CH2:14][CH2:15][CH:16]2[CH2:17][CH2:18][CH2:19][CH2:20][CH2:21]2)=[CH:9][CH:10]=1. (9) The product is: [CH3:1][C:2]1[C:6]([C:7]([NH:9][N:10]2[CH2:11][CH2:12][CH2:13][CH2:14][CH2:15]2)=[O:8])=[N:5][N:4]([C:16]2[CH:17]=[CH:18][C:19]([Cl:23])=[CH:20][C:21]=2[Cl:22])[C:3]=1[C:24]1[CH:25]=[CH:26][C:27]([Cl:30])=[CH:28][CH:29]=1. Given the reactants [CH3:1][C:2]1[C:6]([C:7]([NH:9][N:10]2[CH2:15][CH2:14][CH2:13][CH2:12][CH2:11]2)=[O:8])=[N:5][N:4]([C:16]2[CH:17]=[CH:18][C:19]([Cl:23])=[CH:20][C:21]=2[Cl:22])[C:3]=1[C:24]1[CH:25]=[CH:26][C:27]([Cl:30])=[CH:28][CH:29]=1.Cl.C(=O)([O-])[O-].[Na+].[Na+], predict the reaction product.